Dataset: Catalyst prediction with 721,799 reactions and 888 catalyst types from USPTO. Task: Predict which catalyst facilitates the given reaction. Reactant: [ClH:1].C(OC(=O)[NH:8][CH2:9][CH2:10][CH2:11][CH2:12][C:13]1[CH:18]=[CH:17][C:16]([C:19](=[NH:21])[NH2:20])=[CH:15][CH:14]=1)(C)(C)C.C(Cl)[Cl:24].CO. Product: [ClH:24].[ClH:1].[NH2:8][CH2:9][CH2:10][CH2:11][CH2:12][C:13]1[CH:18]=[CH:17][C:16]([C:19]([NH2:21])=[NH:20])=[CH:15][CH:14]=1. The catalyst class is: 5.